This data is from Retrosynthesis with 50K atom-mapped reactions and 10 reaction types from USPTO. The task is: Predict the reactants needed to synthesize the given product. (1) Given the product Cc1cc(OCC[C@@H](C)C2CCN(c3ncc(Cl)cn3)CC2)ccc1C(=O)O, predict the reactants needed to synthesize it. The reactants are: Cc1cc(OCC[C@@H](C)C2CCNCC2)ccc1C(=O)O.Clc1cnc(Cl)nc1. (2) Given the product N[C@H]1CCCCN(Cc2ccccc2)C1=O, predict the reactants needed to synthesize it. The reactants are: CC(C)(C)OC(=O)N[C@H]1CCCCN(Cc2ccccc2)C1=O. (3) Given the product CC(C)(C)OC(=O)NNc1ccc([N+](=O)[O-])cn1, predict the reactants needed to synthesize it. The reactants are: CC(C)(C)OC(=O)OC(=O)OC(C)(C)C.NNc1ccc([N+](=O)[O-])cn1. (4) Given the product COc1cccc(NC(=O)Cc2cc3c(Br)ccnc3[nH]2)c1, predict the reactants needed to synthesize it. The reactants are: COc1cccc(N)c1.O=C(O)Cc1cc2c(Br)ccnc2[nH]1. (5) Given the product CC(C)(C)OC(=O)N1CCC(c2c(CO)nc3c(N4CCOCC4)ccnn23)CC1, predict the reactants needed to synthesize it. The reactants are: CC(C)(C)OC(=O)N1CC=C(c2c(CO)nc3c(N4CCOCC4)ccnn23)CC1. (6) Given the product C[C@H](CO)N1Cc2c(ccc(Cl)c2NC(=O)CC23CC4CC(CC(C4)C2)C3)C1=O, predict the reactants needed to synthesize it. The reactants are: C[C@H](CO)N1Cc2c(NC(=O)CC34CC5CC(CC(C5)C3)C4)c(Cl)cc(Cl)c2C1=O. (7) The reactants are: BrC(Br)(Br)Br.COc1ccc2c(C3=C(c4cccc5ccn(C)c45)C(=O)NC3=O)cn(CCO)c2c1. Given the product COc1ccc2c(C3=C(c4cccc5ccn(C)c45)C(=O)NC3=O)cn(CCBr)c2c1, predict the reactants needed to synthesize it.